Dataset: Reaction yield outcomes from USPTO patents with 853,638 reactions. Task: Predict the reaction yield, written as a fraction of the theoretical maximum amount of product (1.0 means a 100% yield; for example, 0.34 means a 34% yield). (1) The product is [ClH:19].[Cl:20][C:15]1[CH:14]=[C:13]([C@H:11]2[CH2:12][NH:8][CH2:9][C@@H:10]2[C:21]([O:23][CH3:24])=[O:22])[CH:18]=[CH:17][C:16]=1[Cl:19]. The catalyst is C(#N)C. The reactants are C([N:8]1[CH2:12][C@H:11]([C:13]2[CH:18]=[CH:17][C:16]([Cl:19])=[C:15]([Cl:20])[CH:14]=2)[C@@H:10]([C:21]([O:23][CH3:24])=[O:22])[CH2:9]1)C1C=CC=CC=1.CC(Cl)OC(Cl)=O. The yield is 0.980. (2) The reactants are [CH2:1]([O:3][C:4]1[CH:5]=[C:6]([CH:10]=[CH:11][CH:12]=1)[C:7]([OH:9])=O)[CH3:2].Cl.[NH2:14][C@@H:15]([CH3:40])[C:16]([N:18]1[CH2:22][C@H:21]([OH:23])[CH2:20][C@H:19]1[C:24]([NH:26][CH2:27][C:28]1[CH:33]=[CH:32][C:31]([C:34]2[S:38][CH:37]=[N:36][C:35]=2[CH3:39])=[CH:30][CH:29]=1)=[O:25])=[O:17].CCN(C(C)C)C(C)C.CN(C(ON1N=NC2C=CC=NC1=2)=[N+](C)C)C.F[P-](F)(F)(F)(F)F. The catalyst is CN(C=O)C. The product is [CH2:1]([O:3][C:4]1[CH:5]=[C:6]([CH:10]=[CH:11][CH:12]=1)[C:7]([NH:14][C@@H:15]([CH3:40])[C:16]([N:18]1[CH2:22][C@H:21]([OH:23])[CH2:20][C@H:19]1[C:24]([NH:26][CH2:27][C:28]1[CH:33]=[CH:32][C:31]([C:34]2[S:38][CH:37]=[N:36][C:35]=2[CH3:39])=[CH:30][CH:29]=1)=[O:25])=[O:17])=[O:9])[CH3:2]. The yield is 0.560. (3) The reactants are [NH2:1][C:2]1[C:7]([F:8])=[C:6](F)[N:5]=[C:4]([C:10]([O:12][CH:13]([CH3:15])[CH3:14])=[O:11])[CH:3]=1.C([O-])(O)=O.[Na+].[ClH:21]. The catalyst is CCOC(C)=O. The product is [NH2:1][C:2]1[C:7]([F:8])=[C:6]([Cl:21])[N:5]=[C:4]([C:10]([O:12][CH:13]([CH3:15])[CH3:14])=[O:11])[CH:3]=1. The yield is 0.460.